From a dataset of Catalyst prediction with 721,799 reactions and 888 catalyst types from USPTO. Predict which catalyst facilitates the given reaction. (1) Reactant: Br[CH2:2]/[CH:3]=[CH:4]/[C:5]([OH:7])=O.S(Cl)([Cl:10])=O.[Cl:12][C:13]1[CH:14]=[C:15]([NH:20][C:21]2[C:22]3[C:29]4[CH2:30][CH2:31][NH:32][CH2:33][C:28]=4[S:27][C:23]=3[N:24]=[CH:25][N:26]=2)[CH:16]=[CH:17][C:18]=1[F:19].CCN(C(C)C)C(C)C. Product: [Cl:10][CH2:2]/[CH:3]=[CH:4]/[C:5]([N:32]1[CH2:31][CH2:30][C:29]2[C:22]3[C:21]([NH:20][C:15]4[CH:16]=[CH:17][C:18]([F:19])=[C:13]([Cl:12])[CH:14]=4)=[N:26][CH:25]=[N:24][C:23]=3[S:27][C:28]=2[CH2:33]1)=[O:7]. The catalyst class is: 384. (2) Reactant: [CH3:1][Si](C[Mg]Cl)(C)C.[Cl:8][C:9]1[CH:26]=[C:25]([Cl:27])[C:24]([O:28]CC2C=CC(OC)=CC=2)=[CH:23][C:10]=1[O:11][C:12]1[N:16]([CH3:17])[N:15]=[C:14]([CH2:18][O:19][CH3:20])[C:13]=1[CH:21]=O.S(=O)(=O)(O)O.O. The catalyst class is: 7. Product: [Cl:27][C:25]1[CH:26]=[C:9]([Cl:8])[C:10]([O:11][C:12]2[N:16]([CH3:17])[N:15]=[C:14]([CH2:18][O:19][CH3:20])[C:13]=2[CH:21]=[CH2:1])=[CH:23][C:24]=1[OH:28].